Dataset: Reaction yield outcomes from USPTO patents with 853,638 reactions. Task: Predict the reaction yield, written as a fraction of the theoretical maximum amount of product (1.0 means a 100% yield; for example, 0.34 means a 34% yield). (1) The reactants are [CH3:1][C:2]([S@@:5]([NH2:7])=[O:6])([CH3:4])[CH3:3].[CH:8]([CH:10]1[CH2:15][CH2:14][N:13]([C:16]([O:18][C:19]([CH3:22])([CH3:21])[CH3:20])=[O:17])[CH2:12][CH2:11]1)=O. The catalyst is C(Cl)Cl. The product is [C:2]([S@@:5](/[N:7]=[CH:8]/[CH:10]1[CH2:15][CH2:14][N:13]([C:16]([O:18][C:19]([CH3:20])([CH3:22])[CH3:21])=[O:17])[CH2:12][CH2:11]1)=[O:6])([CH3:4])([CH3:3])[CH3:1]. The yield is 0.651. (2) The reactants are [N:1]1[CH:6]=[CH:5][CH:4]=[C:3]([NH:7][C:8]([C:10]2[CH:55]=[CH:54][C:13]([CH2:14][NH:15][S:16]([C:19]3[CH:24]=[CH:23][C:22]([C:25]#[C:26][CH2:27][O:28][CH2:29][CH2:30][O:31][CH2:32][CH2:33][O:34][CH2:35][CH2:36][O:37][CH2:38][CH2:39][O:40][CH2:41][CH2:42][O:43][CH2:44][CH2:45][NH:46][C:47](=[O:53])[O:48][C:49]([CH3:52])([CH3:51])[CH3:50])=[CH:21][CH:20]=3)(=[O:18])=[O:17])=[CH:12][CH:11]=2)=[O:9])[CH:2]=1. The catalyst is CCO.[Pd]. The product is [N:1]1[CH:6]=[CH:5][CH:4]=[C:3]([NH:7][C:8]([C:10]2[CH:11]=[CH:12][C:13]([CH2:14][NH:15][S:16]([C:19]3[CH:20]=[CH:21][C:22]([CH2:25][CH2:26][CH2:27][O:28][CH2:29][CH2:30][O:31][CH2:32][CH2:33][O:34][CH2:35][CH2:36][O:37][CH2:38][CH2:39][O:40][CH2:41][CH2:42][O:43][CH2:44][CH2:45][NH:46][C:47](=[O:53])[O:48][C:49]([CH3:50])([CH3:51])[CH3:52])=[CH:23][CH:24]=3)(=[O:17])=[O:18])=[CH:54][CH:55]=2)=[O:9])[CH:2]=1. The yield is 0.870. (3) The reactants are [O:1]([C:8]1[CH:9]=[C:10]([NH2:14])[CH:11]=[CH:12][CH:13]=1)[C:2]1[CH:7]=[CH:6][CH:5]=[CH:4][CH:3]=1.[N:15]([O-])=O.[Na+].O.O.Cl[Sn]Cl.[CH3:24][C:25]([CH3:32])([CH3:31])[C:26](=O)[CH2:27][C:28]#[N:29]. The catalyst is O.Cl.CCO. The product is [C:25]([C:26]1[CH:27]=[C:28]([NH2:29])[N:14]([C:10]2[CH:11]=[CH:12][CH:13]=[C:8]([O:1][C:2]3[CH:3]=[CH:4][CH:5]=[CH:6][CH:7]=3)[CH:9]=2)[N:15]=1)([CH3:32])([CH3:31])[CH3:24]. The yield is 0.170. (4) The reactants are [CH:1]1([C:6]([OH:8])=O)[CH2:5][CH:4]=[CH:3][CH2:2]1.O1CCCC1.S(Cl)(Cl)=O.[NH2:18][C:19]1[CH:20]=[C:21]([CH:38]=[CH:39][C:40]=1[CH3:41])[O:22][C:23]1[CH:24]=[CH:25][C:26]2[N:27]([N:29]=[C:30]([NH:32][C:33]([CH:35]3[CH2:37][CH2:36]3)=[O:34])[N:31]=2)[CH:28]=1. The catalyst is CN(C)C=O.CN(C)C(=O)C. The product is [CH:35]1([C:33]([NH:32][C:30]2[N:31]=[C:26]3[CH:25]=[CH:24][C:23]([O:22][C:21]4[CH:38]=[CH:39][C:40]([CH3:41])=[C:19]([NH:18][C:6]([CH:1]5[CH2:2][CH:3]=[CH:4][CH2:5]5)=[O:8])[CH:20]=4)=[CH:28][N:27]3[N:29]=2)=[O:34])[CH2:36][CH2:37]1. The yield is 0.590. (5) The reactants are [NH:1]1[C:9]2[C:4](=[CH:5][CH:6]=[CH:7][CH:8]=2)[CH2:3][C:2]1=[O:10].[Li]CCCC.Br[CH2:17][CH2:18][O:19][C:20]1[CH:25]=[CH:24][C:23]([Cl:26])=[CH:22][C:21]=1[Cl:27].[NH4+].[Cl-]. The catalyst is C1COCC1. The product is [Cl:27][C:21]1[CH:22]=[C:23]([Cl:26])[CH:24]=[CH:25][C:20]=1[O:19][CH2:18][CH2:17][CH:3]1[C:4]2[C:9](=[CH:8][CH:7]=[CH:6][CH:5]=2)[NH:1][C:2]1=[O:10]. The yield is 0.0580. (6) The reactants are [C:1](OC)(=O)[CH2:2][CH2:3][CH2:4][CH2:5][CH2:6][CH2:7][CH2:8]/[CH:9]=[CH:10]\[CH2:11][CH2:12][CH2:13][CH2:14][CH2:15][CH2:16][CH2:17][CH3:18].C(OC)(=O)CCCCCCC/C=C\C/C=C\CCCCC. No catalyst specified. The product is [CH3:1][CH2:2][CH2:3][CH2:4][CH2:5][CH2:6][CH2:7][CH2:8][CH:9]=[CH:10][CH2:11][CH2:12][CH2:13][CH2:14][CH2:15][CH2:16][CH2:17][CH3:18]. The yield is 0.202. (7) The reactants are O[CH2:2][CH2:3][N:4]1[C:8]([C:9]2[CH:14]=[CH:13][CH:12]=[CH:11][C:10]=2[OH:15])=[CH:7][N:6]=[CH:5]1.C1C=CC(P(C2C=CC=CC=2)C2C=CC=CC=2)=CC=1.CCOC(/N=N/C(OCC)=O)=O. The catalyst is C1COCC1. The product is [CH:7]1[N:6]=[CH:5][N:4]2[C:8]=1[C:9]1[CH:14]=[CH:13][CH:12]=[CH:11][C:10]=1[O:15][CH2:2][CH2:3]2. The yield is 0.840.